The task is: Predict the reaction yield, written as a fraction of the theoretical maximum amount of product (1.0 means a 100% yield; for example, 0.34 means a 34% yield).. This data is from Reaction yield outcomes from USPTO patents with 853,638 reactions. (1) The reactants are [NH2:1][C:2]1[N:7]=[CH:6][N:5]=[C:4]2[N:8]([CH:12]([C:14]3[CH:21]=[C:20]([Cl:22])[C:17]([C:18]#[N:19])=[C:16]([CH:23]4[CH2:26][NH:25][CH2:24]4)[C:15]=3[O:27][CH3:28])[CH3:13])[N:9]=[C:10]([CH3:11])[C:3]=12.C(N(CC)CC)C.Br[CH2:37][CH2:38][OH:39]. The catalyst is O1CCCC1. The product is [NH2:1][C:2]1[N:7]=[CH:6][N:5]=[C:4]2[N:8]([CH:12]([C:14]3[CH:21]=[C:20]([Cl:22])[C:17]([C:18]#[N:19])=[C:16]([CH:23]4[CH2:24][N:25]([CH2:37][CH2:38][OH:39])[CH2:26]4)[C:15]=3[O:27][CH3:28])[CH3:13])[N:9]=[C:10]([CH3:11])[C:3]=12. The yield is 0.310. (2) The reactants are [Cl:1][C:2]1[C:7]([I:8])=[CH:6][N:5]=[C:4](N)[CH:3]=1.[C:10](O)(C(F)(F)F)=[O:11].N(OC(C)(C)C)=O. The catalyst is CO. The product is [Cl:1][C:2]1[C:7]([I:8])=[CH:6][N:5]=[C:4]([O:11][CH3:10])[CH:3]=1. The yield is 0.920. (3) The reactants are [CH3:1][N:2]1[C:10]([CH2:11][CH2:12][CH2:13][C:14]([OH:16])=[O:15])=[N:9][C:8]2[CH:7]=[C:6]([N:17]([CH2:21][CH2:22][Cl:23])[CH2:18][CH2:19][Cl:20])[CH:5]=[CH:4][C:3]1=2.Cl.[CH3:25][CH2:26][CH2:27][CH2:28][CH:29](O)[CH2:30][CH2:31][CH2:32][CH2:33][CH3:34].C1(N=C=NC2CCCCC2)CCCCC1. The catalyst is CN(C1C=CN=CC=1)C.C(Cl)CCl. The product is [CH3:25][CH2:26][CH2:27][CH2:28][CH:29]([O:15][C:14](=[O:16])[CH2:13][CH2:12][CH2:11][C:10]1[N:2]([CH3:1])[C:3]2[CH:4]=[CH:5][C:6]([N:17]([CH2:18][CH2:19][Cl:20])[CH2:21][CH2:22][Cl:23])=[CH:7][C:8]=2[N:9]=1)[CH2:30][CH2:31][CH2:32][CH2:33][CH3:34]. The yield is 0.242. (4) The reactants are C(N(CC)CC)C.[Si:8](Cl)([C:11]([CH3:14])([CH3:13])[CH3:12])([CH3:10])[CH3:9].[CH2:16]([O:23][C:24]([N:26]1[CH2:30][C@H:29]([O:31][S:32]([C:35]2[CH:40]=[CH:39][C:38]([CH3:41])=[CH:37][CH:36]=2)(=[O:34])=[O:33])[CH2:28][C@H:27]1[CH2:42][OH:43])=[O:25])[C:17]1[CH:22]=[CH:21][CH:20]=[CH:19][CH:18]=1. The catalyst is CN(C)C1C=CN=CC=1.C(Cl)Cl. The product is [CH2:16]([O:23][C:24]([N:26]1[CH2:30][C@H:29]([O:31][S:32]([C:35]2[CH:36]=[CH:37][C:38]([CH3:41])=[CH:39][CH:40]=2)(=[O:34])=[O:33])[CH2:28][C@H:27]1[CH2:42][O:43][Si:8]([C:11]([CH3:14])([CH3:13])[CH3:12])([CH3:10])[CH3:9])=[O:25])[C:17]1[CH:18]=[CH:19][CH:20]=[CH:21][CH:22]=1. The yield is 0.940. (5) The reactants are [NH2:1][C:2]1[C:3]([Cl:25])=[C:4]([C:21]([CH3:24])=[CH:22][CH:23]=1)[O:5][C:6]1[CH:7]=[CH:8][C:9]2[N:10]([CH:12]=[C:13]([NH:15][C:16]([CH:18]3[CH2:20][CH2:19]3)=[O:17])[N:14]=2)[N:11]=1.[F:26][C:27]([F:38])([F:37])[C:28]1[CH:29]=[C:30]([CH:34]=[CH:35][CH:36]=1)[C:31](Cl)=[O:32]. The catalyst is CN1CCCC1=O. The product is [Cl:25][C:3]1[C:4]([O:5][C:6]2[CH:7]=[CH:8][C:9]3[N:10]([CH:12]=[C:13]([NH:15][C:16]([CH:18]4[CH2:19][CH2:20]4)=[O:17])[N:14]=3)[N:11]=2)=[C:21]([CH3:24])[CH:22]=[CH:23][C:2]=1[NH:1][C:31](=[O:32])[C:30]1[CH:34]=[CH:35][CH:36]=[C:28]([C:27]([F:26])([F:37])[F:38])[CH:29]=1. The yield is 0.600. (6) The reactants are ClCCl.[CH3:4][S:5]([CH2:8][CH2:9][CH2:10][CH2:11][CH2:12][OH:13])(=[O:7])=[O:6].CS(C)=O. The catalyst is C(N(CC)CC)C. The product is [CH3:4][S:5]([CH2:8][CH2:9][CH2:10][CH2:11][CH:12]=[O:13])(=[O:7])=[O:6]. The yield is 0.540. (7) The reactants are [CH2:1]1[C:3]([NH2:7])([C:4]([OH:6])=[O:5])[CH2:2]1.Cl[Si](C)(C)C.CCN(C(C)C)C(C)C.Cl[CH:23]([O:25][C:26](Cl)=[O:27])[CH3:24].[C:29]([OH:39])(=[O:38])/[CH:30]=[CH:31]/[C:32]1[CH:37]=[CH:36][CH:35]=[CH:34][CH:33]=1. The catalyst is C(Cl)(Cl)Cl. The product is [C:32]1(/[CH:31]=[CH:30]/[C:29]([O:39][CH2:24][CH2:23][O:25][C:26]([NH:7][C:3]2([C:4]([OH:6])=[O:5])[CH2:2][CH2:1]2)=[O:27])=[O:38])[CH:33]=[CH:34][CH:35]=[CH:36][CH:37]=1. The yield is 0.166.